Dataset: Full USPTO retrosynthesis dataset with 1.9M reactions from patents (1976-2016). Task: Predict the reactants needed to synthesize the given product. (1) Given the product [CH:1]([NH:4][S:6]([C:9]1[CH:10]=[CH:11][C:12]([CH2:15][C:16]([OH:18])=[O:17])=[CH:13][CH:14]=1)(=[O:8])=[O:7])([CH3:3])[CH3:2], predict the reactants needed to synthesize it. The reactants are: [CH:1]([NH2:4])([CH3:3])[CH3:2].Cl[S:6]([C:9]1[CH:14]=[CH:13][C:12]([CH2:15][C:16]([OH:18])=[O:17])=[CH:11][CH:10]=1)(=[O:8])=[O:7]. (2) The reactants are: [CH2:1]([N:8]1[C:16]([C:17]2[CH:22]=[CH:21][CH:20]=[CH:19][CH:18]=2)=[C:15]2[C:10](C(C(O)=O)=CC=[CH:14]2)=[N:9]1)[C:2]1[CH:7]=[CH:6][CH:5]=[CH:4][CH:3]=1.[Li][CH3:27].[CH2:28]1[CH2:32][O:31][CH2:30][CH2:29]1. Given the product [CH2:1]([N:8]1[C:16]([C:17]2[CH:22]=[CH:21][CH:20]=[CH:19][CH:18]=2)=[C:15]2[C:10]([C:28]([C:32](=[O:31])[CH3:27])=[CH:29][CH:30]=[CH:14]2)=[N:9]1)[C:2]1[CH:3]=[CH:4][CH:5]=[CH:6][CH:7]=1, predict the reactants needed to synthesize it. (3) Given the product [CH3:23][O:16][C:13]1[CH:12]=[N:11][C:10]2[C:15](=[C:6]([O:5][Si:4]([CH:1]([CH3:3])[CH3:2])([CH:17]([CH3:19])[CH3:18])[CH:20]([CH3:22])[CH3:21])[CH:7]=[CH:8][CH:9]=2)[N:14]=1, predict the reactants needed to synthesize it. The reactants are: [CH:1]([Si:4]([CH:20]([CH3:22])[CH3:21])([CH:17]([CH3:19])[CH3:18])[O:5][C:6]1[CH:7]=[CH:8][CH:9]=[C:10]2[C:15]=1[NH:14][C:13](=[O:16])[CH:12]=[N:11]2)([CH3:3])[CH3:2].[CH2:23](N(CC)CC)C.C[Si](C=[N+]=[N-])(C)C.CCCCCC.